This data is from Catalyst prediction with 721,799 reactions and 888 catalyst types from USPTO. The task is: Predict which catalyst facilitates the given reaction. (1) Reactant: Cl.[C@H:2]12[CH2:8][C@H:5]([NH:6][CH2:7]1)[CH2:4][N:3]2[CH2:9][C:10]1[CH:25]=[CH:24][C:13]([O:14][C:15]2[S:16][C:17]3[CH:23]=[CH:22][CH:21]=[CH:20][C:18]=3[N:19]=2)=[CH:12][CH:11]=1.[C:26]([O:30][C:31](=[O:34])[CH2:32]Br)([CH3:29])([CH3:28])[CH3:27].CCN(CC)CC. Product: [C:26]([O:30][C:31](=[O:34])[CH2:32][N:6]1[CH2:7][C@@H:2]2[CH2:8][C@H:5]1[CH2:4][N:3]2[CH2:9][C:10]1[CH:11]=[CH:12][C:13]([O:14][C:15]2[S:16][C:17]3[CH:23]=[CH:22][CH:21]=[CH:20][C:18]=3[N:19]=2)=[CH:24][CH:25]=1)([CH3:29])([CH3:28])[CH3:27]. The catalyst class is: 23. (2) Reactant: [F:1][C:2]1[CH:7]=[CH:6][C:5]([NH:8][C:9]([C:11]2([C:14]([OH:16])=O)[CH2:13][CH2:12]2)=[O:10])=[CH:4][CH:3]=1.C(N(CC)CC)C.S(Cl)(Cl)=O.[NH2:28][C:29]1[C:44]([F:45])=[CH:43][C:32]([O:33][C:34]2[CH:39]=[CH:38][N:37]=[C:36]([C:40]([NH2:42])=[O:41])[CH:35]=2)=[C:31]([F:46])[CH:30]=1. Product: [NH2:42][C:40]([C:36]1[CH:35]=[C:34]([O:33][C:32]2[C:31]([F:46])=[CH:30][C:29]([NH:28][C:14]([C:11]3([C:9]([NH:8][C:5]4[CH:4]=[CH:3][C:2]([F:1])=[CH:7][CH:6]=4)=[O:10])[CH2:12][CH2:13]3)=[O:16])=[C:44]([F:45])[CH:43]=2)[CH:39]=[CH:38][N:37]=1)=[O:41]. The catalyst class is: 7.